Dataset: Full USPTO retrosynthesis dataset with 1.9M reactions from patents (1976-2016). Task: Predict the reactants needed to synthesize the given product. (1) Given the product [CH3:27][S:28]([O:18][C@H:17]([C:19]1[CH:24]=[CH:23][C:22]([Cl:25])=[C:21]([F:26])[CH:20]=1)[CH2:16][O:15][Si:8]([C:11]([CH3:14])([CH3:13])[CH3:12])([CH3:10])[CH3:9])(=[O:30])=[O:29], predict the reactants needed to synthesize it. The reactants are: C(N(CC)CC)C.[Si:8]([O:15][CH2:16][C@@H:17]([C:19]1[CH:24]=[CH:23][C:22]([Cl:25])=[C:21]([F:26])[CH:20]=1)[OH:18])([C:11]([CH3:14])([CH3:13])[CH3:12])([CH3:10])[CH3:9].[CH3:27][S:28](Cl)(=[O:30])=[O:29]. (2) Given the product [F:1][C:2]([C:3]1[O:4][N:49]=[C:48]([N:45]2[CH2:44][CH2:43][CH:42]([N:39]3[CH2:40][CH2:41][C@H:37]([NH:36][C:27]4[CH:28]=[CH:29][C:30]([S:32]([CH3:35])(=[O:33])=[O:34])=[CH:31][C:26]=4[F:25])[C:38]3=[O:52])[CH2:47][CH2:46]2)[N:51]=1)([F:7])[CH3:6], predict the reactants needed to synthesize it. The reactants are: [F:1][C:2]([F:7])([CH3:6])[C:3](O)=[O:4].C(N(C(C)C)CC)(C)C.C(Cl)(=O)OCC(C)C.[F:25][C:26]1[CH:31]=[C:30]([S:32]([CH3:35])(=[O:34])=[O:33])[CH:29]=[CH:28][C:27]=1[NH:36][C@H:37]1[CH2:41][CH2:40][N:39]([CH:42]2[CH2:47][CH2:46][N:45]([C:48](=[NH:51])[NH:49]O)[CH2:44][CH2:43]2)[C:38]1=[O:52]. (3) Given the product [CH3:1][C:2]1[N:7]=[C:6]([C:8]2[CH:13]=[CH:12][CH:11]=[C:10]([C:14]3[CH:15]=[C:16]([NH2:20])[CH:17]=[CH:18][CH:19]=3)[N:9]=2)[CH:5]=[C:4]([C:23]2[CH:28]=[CH:27][C:26]([C:29]([F:31])([F:30])[F:32])=[CH:25][CH:24]=2)[CH:3]=1, predict the reactants needed to synthesize it. The reactants are: [CH3:1][C:2]1[N:7]=[C:6]([C:8]2[CH:13]=[CH:12][CH:11]=[C:10]([C:14]3[CH:19]=[CH:18][CH:17]=[C:16]([N+:20]([O-])=O)[CH:15]=3)[N:9]=2)[CH:5]=[C:4]([C:23]2[CH:28]=[CH:27][C:26]([C:29]([F:32])([F:31])[F:30])=[CH:25][CH:24]=2)[CH:3]=1.[H][H]. (4) Given the product [NH2:1][C:2]1[C:3](=[O:12])[N:4]([CH3:11])[N:5]=[CH:6][C:7]=1[NH2:8], predict the reactants needed to synthesize it. The reactants are: [NH2:1][C:2]1[C:3](=[O:12])[N:4]([CH3:11])[N:5]=[CH:6][C:7]=1[N+:8]([O-])=O. (5) Given the product [Br:1][C:2]1[CH:3]=[CH:4][C:5]2[O:9][C:8]([C:10]3[CH:11]=[CH:12][C:13]([OH:16])=[CH:14][CH:15]=3)=[CH:7][C:6]=2[CH:18]=1, predict the reactants needed to synthesize it. The reactants are: [Br:1][C:2]1[CH:3]=[CH:4][C:5]2[O:9][C:8]([C:10]3[CH:15]=[CH:14][C:13]([O:16]C)=[CH:12][CH:11]=3)=[CH:7][C:6]=2[CH:18]=1.Cl.N1C=CC=CC=1. (6) Given the product [F:1][C:2]1[C:30]([O:31][CH3:32])=[CH:29][C:28]([O:33][CH3:34])=[C:27]([F:35])[C:3]=1[CH2:4][O:5][C:6]1[CH:11]=[N:10][C:9]([NH:12][C:13]2[CH:17]=[C:16]([CH2:18][OH:19])[N:15]([CH3:26])[N:14]=2)=[N:8][CH:7]=1, predict the reactants needed to synthesize it. The reactants are: [F:1][C:2]1[C:30]([O:31][CH3:32])=[CH:29][C:28]([O:33][CH3:34])=[C:27]([F:35])[C:3]=1[CH2:4][O:5][C:6]1[CH:7]=[N:8][C:9]([NH:12][C:13]2[CH:17]=[C:16]([CH2:18][O:19]C3CCCCO3)[N:15]([CH3:26])[N:14]=2)=[N:10][CH:11]=1.Cl.O1CCOCC1. (7) Given the product [F:1][C:2]1[CH:18]=[CH:17][C:5]2[C:6]([CH:9]3[CH2:10][CH2:11][NH:12][CH2:13][CH2:14]3)=[N:7][S:8][C:4]=2[CH:3]=1, predict the reactants needed to synthesize it. The reactants are: [F:1][C:2]1[CH:18]=[CH:17][C:5]2[C:6]([CH:9]3[CH2:14][CH2:13][N:12](C=O)[CH2:11][CH2:10]3)=[N:7][S:8][C:4]=2[CH:3]=1.Cl.C(O)C.[OH-].[Na+]. (8) Given the product [Cl:1][C:2]1[CH:3]=[CH:4][C:5]([C:8]2[CH2:13][O:12][C:11](=[O:14])[N:10]([CH2:16][C:17]3[CH:22]=[CH:21][C:20]([N+:23]([O-:25])=[O:24])=[CH:19][CH:18]=3)[N:9]=2)=[CH:6][CH:7]=1, predict the reactants needed to synthesize it. The reactants are: [Cl:1][C:2]1[CH:7]=[CH:6][C:5]([C:8]2[CH2:13][O:12][C:11](=[O:14])[NH:10][N:9]=2)=[CH:4][CH:3]=1.Br[CH2:16][C:17]1[CH:22]=[CH:21][C:20]([N+:23]([O-:25])=[O:24])=[CH:19][CH:18]=1.C(=O)([O-])[O-].[K+].[K+]. (9) Given the product [CH2:14]([O:13][CH2:12][O:11][C:8]([C:7]1[CH:6]=[CH:5][C:4]([C:16](=[O:18])[CH3:17])=[CH:3][C:2]=1[B:22]1[O:23][C:24]([CH3:26])([CH3:25])[C:20]([CH3:36])([CH3:19])[O:21]1)([CH3:10])[CH3:9])[CH3:15], predict the reactants needed to synthesize it. The reactants are: Br[C:2]1[CH:3]=[C:4]([C:16](=[O:18])[CH3:17])[CH:5]=[CH:6][C:7]=1[C:8]([O:11][CH2:12][O:13][CH2:14][CH3:15])([CH3:10])[CH3:9].[CH3:19][C:20]1([CH3:36])[C:24]([CH3:26])([CH3:25])[O:23][B:22]([B:22]2[O:23][C:24]([CH3:26])([CH3:25])[C:20]([CH3:36])([CH3:19])[O:21]2)[O:21]1.CC([O-])=O.[K+].